Task: Predict the reactants needed to synthesize the given product.. Dataset: Full USPTO retrosynthesis dataset with 1.9M reactions from patents (1976-2016) (1) Given the product [Cl:13][C:10]1[CH:9]=[CH:8][C:7]([CH:6]([N:14]([CH2:30][C:29]2[CH:32]=[CH:33][C:26]([O:25][CH2:24][CH2:23][N:18]3[C:17](=[O:16])[CH2:21][CH2:20][C:19]3=[O:22])=[C:27]([O:34][CH3:35])[CH:28]=2)[CH2:36][CH:37]([CH3:40])[CH3:38])[CH2:5][C:4]([OH:3])=[O:15])=[CH:12][CH:11]=1, predict the reactants needed to synthesize it. The reactants are: C([O:3][C:4](=[O:15])[CH2:5][CH:6]([NH2:14])[C:7]1[CH:12]=[CH:11][C:10]([Cl:13])=[CH:9][CH:8]=1)C.[O:16]=[C:17]1[CH2:21][CH2:20][C:19](=[O:22])[N:18]1[CH2:23][CH2:24][O:25][C:26]1[CH:33]=[CH:32][C:29]([CH:30]=O)=[CH:28][C:27]=1[O:34][CH3:35].[CH3:36][CH:37]([CH3:40])[CH:38]=O. (2) Given the product [CH2:28]=[C:17]1[CH:18]2[C@:23]([CH3:24])([CH2:22][CH2:21][C:20](=[O:40])[CH2:19]2)[C@@H:25]2[C@H:15]([C@H:6]3[C@@:4]([CH2:27][CH2:26]2)([CH3:5])[C:3](=[O:2])[CH2:8][CH2:7]3)[CH2:16]1, predict the reactants needed to synthesize it. The reactants are: C1CO[C:8]23OCCO[C:3]2([C@:4]2([CH2:27][CH2:26][C@H:25]4[C@@H:15]([CH2:16][C:17](=[CH2:28])[CH:18]5[C@:23]4([CH3:24])[CH2:22][CH2:21][CH2:20][CH2:19]5)[C@@H:6]2[CH2:7]3)[CH3:5])[O:2]1.CC1C=CC(S(O)(=O)=O)=CC=1.[OH2:40].C([O-])(O)=O.[Na+]. (3) Given the product [Cl:1][C:2]1[C:3]([C:24]([O:26][CH2:27][CH3:28])=[O:25])=[N:4][CH:5]=[C:6]([C:8]([N:10]2[CH2:15][CH2:14][N:13]([CH2:16][C:17]3[CH:22]=[CH:21][C:20]([F:23])=[CH:19][CH:18]=3)[CH2:12][CH2:11]2)=[O:9])[CH:7]=1.[C:32]([O:31][C:29]([NH:36][CH2:37][C:38]#[C:39][C:2]1[C:3]([C:24]([O:26][CH2:27][CH3:28])=[O:25])=[N:4][CH:5]=[C:6]([C:8]([N:10]2[CH2:15][CH2:14][N:13]([CH2:16][C:17]3[CH:22]=[CH:21][C:20]([F:23])=[CH:19][CH:18]=3)[CH2:12][CH2:11]2)=[O:9])[CH:7]=1)=[O:30])([CH3:35])([CH3:34])[CH3:33], predict the reactants needed to synthesize it. The reactants are: [Cl:1][C:2]1[C:3]([C:24]([O:26][CH2:27][CH3:28])=[O:25])=[N:4][CH:5]=[C:6]([C:8]([N:10]2[CH2:15][CH2:14][N:13]([CH2:16][C:17]3[CH:22]=[CH:21][C:20]([F:23])=[CH:19][CH:18]=3)[CH2:12][CH2:11]2)=[O:9])[CH:7]=1.[C:29]([NH:36][CH2:37][C:38]#[CH:39])([O:31][C:32]([CH3:35])([CH3:34])[CH3:33])=[O:30].C(N(CC)CC)C. (4) Given the product [CH3:1][S:2]([C:5]1[CH:6]=[C:7]([CH:8]=[CH:9][C:10]=1[O:11][C:12]([F:13])([F:14])[F:15])[NH2:16])(=[O:4])=[O:3], predict the reactants needed to synthesize it. The reactants are: [CH3:1][S:2]([C:5]1[CH:6]=[C:7]([N+:16]([O-])=O)[CH:8]=[CH:9][C:10]=1[O:11][C:12]([F:15])([F:14])[F:13])(=[O:4])=[O:3].[H][H].